From a dataset of Forward reaction prediction with 1.9M reactions from USPTO patents (1976-2016). Predict the product of the given reaction. (1) Given the reactants [N+:1]([C:4]1[CH:5]=[C:6]([CH:17]=[CH:18][C:19]=1[NH:20][CH3:21])[C:7]([NH:9][C:10]1[CH:15]=[CH:14][C:13]([Br:16])=[CH:12][CH:11]=1)=[O:8])([O-])=O.C1COCC1, predict the reaction product. The product is: [NH2:1][C:4]1[CH:5]=[C:6]([CH:17]=[CH:18][C:19]=1[NH:20][CH3:21])[C:7]([NH:9][C:10]1[CH:11]=[CH:12][C:13]([Br:16])=[CH:14][CH:15]=1)=[O:8]. (2) Given the reactants [CH2:1]([C:5]1=[CH:6][N:7]([C:22]([CH3:25])([CH3:24])[CH3:23])[S:8]/[C:9]/1=[N:10]\[C:11](=[O:21])[C:12]1[CH:17]=[C:16]([CH:18]=[O:19])[CH:15]=[CH:14][C:13]=1[OH:20])[CH2:2][CH2:3][CH3:4].[C:26](=O)([O-])[O-].[Cs+].[Cs+].IC, predict the reaction product. The product is: [CH2:1]([C:5]1=[CH:6][N:7]([C:22]([CH3:24])([CH3:23])[CH3:25])[S:8]/[C:9]/1=[N:10]\[C:11](=[O:21])[C:12]1[CH:17]=[C:16]([CH:18]=[O:19])[CH:15]=[CH:14][C:13]=1[O:20][CH3:26])[CH2:2][CH2:3][CH3:4]. (3) Given the reactants [N+:1]([C:4]1[N:9]=[CH:8][C:7]([N:10]2[CH:15]3[CH2:16][CH2:17][CH:11]2[CH2:12][N:13]([C:18]([O:20][C:21]([CH3:24])([CH3:23])[CH3:22])=[O:19])[CH2:14]3)=[CH:6][CH:5]=1)([O-])=O.[H][H], predict the reaction product. The product is: [NH2:1][C:4]1[N:9]=[CH:8][C:7]([N:10]2[CH:11]3[CH2:17][CH2:16][CH:15]2[CH2:14][N:13]([C:18]([O:20][C:21]([CH3:24])([CH3:23])[CH3:22])=[O:19])[CH2:12]3)=[CH:6][CH:5]=1. (4) Given the reactants [CH-:1]1[CH:5]=[CH:4][CH:3]=[CH:2]1.[Na+].[CH2:7]([Si:11]([CH2:14][CH2:15][CH2:16][CH3:17])(Cl)[Cl:12])[CH2:8][CH2:9][CH3:10], predict the reaction product. The product is: [CH2:7]([Si:11]([CH2:14][CH2:15][CH2:16][CH3:17])([Cl:12])[CH:1]1[CH:5]=[CH:4][CH:3]=[CH:2]1)[CH2:8][CH2:9][CH3:10]. (5) Given the reactants C[Al](C)C.[NH2:5][CH2:6][CH:7]1[CH2:9][CH2:8]1.C[O:11][C:12](=O)[C:13]1[CH:18]=[CH:17][C:16]([O:19][CH2:20][C:21]2[C:22]([C:28]3[CH:33]=[CH:32][C:31]([F:34])=[CH:30][CH:29]=3)=[N:23][O:24][C:25]=2[CH2:26][OH:27])=[N:15][CH:14]=1.C1(C)C=CC=CC=1, predict the reaction product. The product is: [CH:7]1([CH2:6][NH:5][C:12](=[O:11])[C:13]2[CH:18]=[CH:17][C:16]([O:19][CH2:20][C:21]3[C:22]([C:28]4[CH:29]=[CH:30][C:31]([F:34])=[CH:32][CH:33]=4)=[N:23][O:24][C:25]=3[CH2:26][OH:27])=[N:15][CH:14]=2)[CH2:9][CH2:8]1. (6) The product is: [N:24]([CH2:2][CH2:3][CH2:4][S:5]([O:8][CH2:9][C:10]([CH3:23])([CH3:22])[CH2:11][CH2:12][CH2:13][O:14][CH2:15][C:16]1[CH:21]=[CH:20][CH:19]=[CH:18][CH:17]=1)(=[O:7])=[O:6])=[N+:25]=[N-:26]. Given the reactants Cl[CH2:2][CH2:3][CH2:4][S:5]([O:8][CH2:9][C:10]([CH3:23])([CH3:22])[CH2:11][CH2:12][CH2:13][O:14][CH2:15][C:16]1[CH:21]=[CH:20][CH:19]=[CH:18][CH:17]=1)(=[O:7])=[O:6].[N-:24]=[N+:25]=[N-:26].[Na+], predict the reaction product. (7) Given the reactants [CH2:1]([O:4][C:5]1[CH:10]=[CH:9][C:8]([CH3:11])=[CH:7][C:6]=1[C:12]1[N:20]([CH2:21][C:22]2[CH:27]=[CH:26][C:25]([Cl:28])=[CH:24][CH:23]=2)[C:19]2[C:14](=[N:15][C:16]([Cl:35])=[N:17][C:18]=2[NH:29][C@@H:30]([CH:32]2[CH2:34][CH2:33]2)[CH3:31])[N:13]=1)[CH:2]=C.I([O-])(=O)(=O)=[O:37].[Na+].[BH4-].[Na+], predict the reaction product. The product is: [Cl:35][C:16]1[N:15]=[C:14]2[C:19]([N:20]([CH2:21][C:22]3[CH:27]=[CH:26][C:25]([Cl:28])=[CH:24][CH:23]=3)[C:12]([C:6]3[CH:7]=[C:8]([CH3:11])[CH:9]=[CH:10][C:5]=3[O:4][CH2:1][CH2:2][OH:37])=[N:13]2)=[C:18]([NH:29][C@@H:30]([CH:32]2[CH2:33][CH2:34]2)[CH3:31])[N:17]=1. (8) Given the reactants B.O1CCCC1.[CH3:7][C:8]([C:10]1[CH:15]=[CH:14][CH:13]=[C:12]([Cl:16])[CH:11]=1)=[O:9], predict the reaction product. The product is: [Cl:16][C:12]1[CH:11]=[C:10]([C@@H:8]([OH:9])[CH3:7])[CH:15]=[CH:14][CH:13]=1.